Dataset: Reaction yield outcomes from USPTO patents with 853,638 reactions. Task: Predict the reaction yield, written as a fraction of the theoretical maximum amount of product (1.0 means a 100% yield; for example, 0.34 means a 34% yield). (1) The reactants are [Br:1][C:2]1[CH:3]=[N:4][NH:5][CH:6]=1.C([O-])([O-])=O.[K+].[K+].Br[CH:14]([CH3:16])[CH3:15]. The product is [Br:1][C:2]1[CH:3]=[N:4][N:5]([CH:14]([CH3:16])[CH3:15])[CH:6]=1. The yield is 0.769. The catalyst is CN(C=O)C. (2) The reactants are CN(C=O)C.C(Cl)(=O)C([Cl:9])=O.O[C:13]1[C:22]2[C:17](=[CH:18][C:19]([O:27][CH3:28])=[C:20]([O:23][C:24](=[O:26])[CH3:25])[CH:21]=2)[N:16]=[CH:15][N:14]=1. The catalyst is ClCCCl. The product is [Cl:9][C:13]1[C:22]2[C:17](=[CH:18][C:19]([O:27][CH3:28])=[C:20]([O:23][C:24](=[O:26])[CH3:25])[CH:21]=2)[N:16]=[CH:15][N:14]=1. The yield is 0.800. (3) The yield is 0.100. No catalyst specified. The product is [CH2:24]([NH:23][C:21]([NH:20][C:17]1[CH:18]=[CH:19][C:14]([C:4]2[CH:3]=[C:2]([C:31]3[CH:32]=[CH:33][CH:34]=[CH:35][C:30]=3[S:27]([CH3:26])(=[O:29])=[O:28])[N:7]=[C:6]([N:8]3[CH2:13][CH2:12][O:11][CH2:10][CH2:9]3)[N:5]=2)=[CH:15][CH:16]=1)=[O:22])[CH3:25]. The reactants are Cl[C:2]1[N:7]=[C:6]([N:8]2[CH2:13][CH2:12][O:11][CH2:10][CH2:9]2)[N:5]=[C:4]([C:14]2[CH:19]=[CH:18][C:17]([NH:20][C:21]([NH:23][CH2:24][CH3:25])=[O:22])=[CH:16][CH:15]=2)[CH:3]=1.[CH3:26][S:27]([C:30]1[CH:35]=[CH:34][CH:33]=[CH:32][C:31]=1B(O)O)(=[O:29])=[O:28]. (4) The reactants are [OH:1][CH2:2][CH:3]1[O:20][C:7]2([CH2:12][CH2:11][N:10]([C:13]([O:15][C:16]([CH3:19])([CH3:18])[CH3:17])=[O:14])[CH2:9][CH2:8]2)[CH2:6][N:5]([C:21]2[N:26]=[CH:25][CH:24]=[CH:23][N:22]=2)[CH2:4]1.C(N(CC)CC)C.[S:34](Cl)([C:37]1[CH:43]=[CH:42][C:40]([CH3:41])=[CH:39][CH:38]=1)(=[O:36])=[O:35]. The catalyst is ClCCl.CN(C)C1C=CN=CC=1. The product is [N:26]1[CH:25]=[CH:24][CH:23]=[N:22][C:21]=1[N:5]1[CH2:6][C:7]2([CH2:12][CH2:11][N:10]([C:13]([O:15][C:16]([CH3:19])([CH3:18])[CH3:17])=[O:14])[CH2:9][CH2:8]2)[O:20][CH:3]([CH2:2][O:1][S:34]([C:37]2[CH:43]=[CH:42][C:40]([CH3:41])=[CH:39][CH:38]=2)(=[O:36])=[O:35])[CH2:4]1. The yield is 0.890. (5) The reactants are [Na+].[S:2]1[C:6]2[CH:7]=[C:8]([S:11]([O-:13])=[O:12])[CH:9]=[CH:10][C:5]=2[N:4]=[CH:3]1.N1C=CC=CC=1.Br[C:21]([CH3:28])([CH3:27])[C:22]([O:24][CH2:25][CH3:26])=[O:23]. The catalyst is CN(C=O)C. The product is [CH2:25]([O:24][C:22](=[O:23])[C:21]([S:11]([C:8]1[CH:9]=[CH:10][C:5]2[N:4]=[CH:3][S:2][C:6]=2[CH:7]=1)(=[O:13])=[O:12])([CH3:28])[CH3:27])[CH3:26]. The yield is 0.660. (6) The reactants are [NH2:1][C:2]1[N:6]([C:7]2[CH:12]=[CH:11][CH:10]=[CH:9][CH:8]=2)[N:5]=[C:4]([C:13](OCC)=[O:14])[C:3]=1[CH2:18][NH:19][CH3:20].[OH-].[Na+].CCN(CC)CC.CCN=C=NCCCN(C)C.C1C=CC2N(O)N=NC=2C=1. The catalyst is CO.C1COCC1. The product is [NH2:1][C:2]1[N:6]([C:7]2[CH:12]=[CH:11][CH:10]=[CH:9][CH:8]=2)[N:5]=[C:4]2[C:13](=[O:14])[N:19]([CH3:20])[CH2:18][C:3]=12. The yield is 0.280. (7) The reactants are Cl[C:2]1[N:3]=[C:4]([CH3:15])[C:5]([C:8]([O:10][C:11]([CH3:14])([CH3:13])[CH3:12])=[O:9])=[N:6][CH:7]=1.[CH3:16][C@H:17]([OH:20])[C:18]#[CH:19].[H-].[Na+].[NH4+].[Cl-]. The catalyst is C1COCC1. The product is [CH3:16][C@H:17]([O:20][C:2]1[N:3]=[C:4]([CH3:15])[C:5]([C:8]([O:10][C:11]([CH3:14])([CH3:13])[CH3:12])=[O:9])=[N:6][CH:7]=1)[C:18]#[CH:19]. The yield is 0.430. (8) The reactants are [SH:1][C:2]1[CH:7]=[CH:6][CH:5]=[CH:4][N:3]=1.[C:8](Cl)(=[O:15])[C:9]1[CH:14]=[CH:13][CH:12]=[CH:11][CH:10]=1. The catalyst is C1COCC1. The product is [C:8](=[O:15])([S:1][C:2]1[CH:7]=[CH:6][CH:5]=[CH:4][N:3]=1)[C:9]1[CH:14]=[CH:13][CH:12]=[CH:11][CH:10]=1. The yield is 0.880. (9) The catalyst is CN(C=O)C.C(Cl)(Cl)Cl. The reactants are F[C:2]1[CH:10]=[CH:9][C:8]([N:11]2[CH2:15][CH2:14][N:13]([C:16]3[CH:17]=[N:18][CH:19]=[CH:20][C:21]=3[CH3:22])[C:12]2=[O:23])=[CH:7][C:3]=1[CH:4]=[N:5][OH:6].[H-].[Na+].CO.C(Cl)Cl. The yield is 0.704. The product is [O:6]1[C:2]2[CH:10]=[CH:9][C:8]([N:11]3[CH2:15][CH2:14][N:13]([C:16]4[CH:17]=[N:18][CH:19]=[CH:20][C:21]=4[CH3:22])[C:12]3=[O:23])=[CH:7][C:3]=2[CH:4]=[N:5]1.